Dataset: Forward reaction prediction with 1.9M reactions from USPTO patents (1976-2016). Task: Predict the product of the given reaction. (1) Given the reactants Br[CH2:2][C:3]([O:5]C)=[O:4].[CH2:7]([O:14][C:15]([NH:17][C:18]1[CH:23]=[CH:22][NH:21][C:20](=[O:24])[N:19]=1)=[O:16])[C:8]1[CH:13]=[CH:12][CH:11]=[CH:10][CH:9]=1.C(=O)([O-])[O-].[K+].[K+], predict the reaction product. The product is: [CH2:7]([O:14][C:15]([N:17]([CH2:2][C:3]([OH:5])=[O:4])[C:18]1[CH:23]=[CH:22][NH:21][C:20](=[O:24])[N:19]=1)=[O:16])[C:8]1[CH:13]=[CH:12][CH:11]=[CH:10][CH:9]=1. (2) Given the reactants [O:1]1[C:6]2[CH:7]=[CH:8][CH:9]=[CH:10][C:5]=2[O:4][CH2:3][C@@H:2]1[CH2:11][N:12]1[CH2:17][CH2:16][CH2:15][C@H:14]([C:18]2[CH:19]=[C:20]([OH:24])[CH:21]=[CH:22][CH:23]=2)[CH2:13]1.C([O-])([O-])=O.[K+].[K+].Cl[CH2:32][CH2:33][OH:34], predict the reaction product. The product is: [O:1]1[C:6]2[CH:7]=[CH:8][CH:9]=[CH:10][C:5]=2[O:4][CH2:3][C@@H:2]1[CH2:11][N:12]1[CH2:17][CH2:16][CH2:15][C@H:14]([C:18]2[CH:19]=[C:20]([CH:21]=[CH:22][CH:23]=2)[O:24][CH2:32][CH2:33][OH:34])[CH2:13]1. (3) The product is: [N+:1]([C:4]1[CH:5]=[C:6]2[C:11](=[CH:12][CH:13]=1)[N:10]=[C:9]([C:14]1[CH:19]=[CH:18][CH:17]=[C:16]([F:20])[CH:15]=1)[CH:8]=[C:7]2[N:29]=[N+:30]=[N-:31])([O-:3])=[O:2]. Given the reactants [N+:1]([C:4]1[CH:5]=[C:6]2[C:11](=[CH:12][CH:13]=1)[N:10]=[C:9]([C:14]1[CH:19]=[CH:18][CH:17]=[C:16]([F:20])[CH:15]=1)[CH:8]=[C:7]2Cl)([O-:3])=[O:2].CN1C(=O)CCC1.[N-:29]=[N+:30]=[N-:31].[Na+].O, predict the reaction product. (4) Given the reactants BrC1C=CC([O:6][C:7]2[C:16]3[C:11](=[CH:12][C:13]([O:19][CH2:20][CH2:21][CH2:22][N:23]([CH3:28])[S:24]([CH3:27])(=[O:26])=[O:25])=[C:14]([O:17][CH3:18])[CH:15]=3)[N:10]=[CH:9][N:8]=2)=C(F)C=1.C(=O)([O-])O.[Na+], predict the reaction product. The product is: [CH3:18][O:17][C:14]1[CH:15]=[C:16]2[C:11](=[CH:12][C:13]=1[O:19][CH2:20][CH2:21][CH2:22][N:23]([CH3:28])[S:24]([CH3:27])(=[O:26])=[O:25])[N:10]=[CH:9][NH:8][C:7]2=[O:6]. (5) Given the reactants [Cl:1][C:2]1[CH:7]=[C:6]([C:8](OC)=[O:9])[CH:5]=[C:4]([Cl:12])[C:3]=1[C:13]([O:15][CH3:16])=[O:14].[BH4-].[Na+].CO, predict the reaction product. The product is: [Cl:1][C:2]1[CH:7]=[C:6]([CH2:8][OH:9])[CH:5]=[C:4]([Cl:12])[C:3]=1[C:13]([O:15][CH3:16])=[O:14]. (6) The product is: [ClH:28].[CH:1]([NH:4][C:5]([N:7]1[CH2:12][CH2:11][CH:10]([CH2:13][N:14]2[CH2:19][CH2:18][C@H:17]([NH:20][C:21](=[O:32])[C:22]3[CH:27]=[C:26]([Cl:28])[C:25]([NH2:29])=[CH:24][C:23]=3[O:30][CH3:31])[C@H:16]([O:33][CH3:34])[CH2:15]2)[CH2:9][CH2:8]1)=[O:6])([CH3:3])[CH3:2]. Given the reactants [CH:1]([NH:4][C:5]([N:7]1[CH2:12][CH2:11][CH:10]([CH2:13][N:14]2[CH2:19][CH2:18][C@H:17]([NH:20][C:21](=[O:32])[C:22]3[CH:27]=[C:26]([Cl:28])[C:25]([NH2:29])=[CH:24][C:23]=3[O:30][CH3:31])[C@H:16]([O:33][CH3:34])[CH2:15]2)[CH2:9][CH2:8]1)=[O:6])([CH3:3])[CH3:2].Cl, predict the reaction product. (7) Given the reactants [Cl:1][C:2]1[CH:44]=[CH:43][C:5]([C:6]([NH:8][C:9]2[N:13]([CH2:14][CH:15]3[CH2:19][CH2:18][CH2:17][N:16]3[C:20](=[O:24])[CH2:21][C:22]#[N:23])[C:12]3[CH:25]=[CH:26][C:27]([CH2:29][N:30]([C@H:37]([C:39]([CH3:42])([CH3:41])[CH3:40])[CH3:38])[C:31](=[O:36])[O:32][CH2:33][CH:34]=[CH2:35])=[CH:28][C:11]=3[N:10]=2)=[O:7])=[CH:4][CH:3]=1.[CH3:45][N:46]([CH3:52])[C:47]([CH3:51])([CH3:50])[CH:48]=O.N1CCCCC1, predict the reaction product. The product is: [Cl:1][C:2]1[CH:3]=[CH:4][C:5]([C:6]([NH:8][C:9]2[N:13]([CH2:14][CH:15]3[CH2:19][CH2:18][CH2:17][N:16]3[C:20](=[O:24])[C:21]([C:22]#[N:23])=[CH:48][C:47]([N:46]([CH3:52])[CH3:45])([CH3:51])[CH3:50])[C:12]3[CH:25]=[CH:26][C:27]([CH2:29][N:30]([C@H:37]([C:39]([CH3:42])([CH3:41])[CH3:40])[CH3:38])[C:31](=[O:36])[O:32][CH2:33][CH:34]=[CH2:35])=[CH:28][C:11]=3[N:10]=2)=[O:7])=[CH:43][CH:44]=1.